From a dataset of Full USPTO retrosynthesis dataset with 1.9M reactions from patents (1976-2016). Predict the reactants needed to synthesize the given product. (1) Given the product [CH3:1][C:2]1[CH:7]=[CH:6][C:5]([C:8]2[CH:9]=[C:10]([C:11]([F:14])([F:13])[F:12])[N:23]3[N:24]=[CH:25][C:26]([C:27]4[CH:32]=[C:31]([CH3:33])[N:30]=[C:29]([CH3:34])[CH:28]=4)=[C:22]3[N:21]=2)=[CH:4][C:3]=1[C:17]([F:20])([F:19])[F:18], predict the reactants needed to synthesize it. The reactants are: [CH3:1][C:2]1[CH:7]=[CH:6][C:5]([C:8](=O)[CH2:9][C:10](=O)[C:11]([F:14])([F:13])[F:12])=[CH:4][C:3]=1[C:17]([F:20])([F:19])[F:18].[NH2:21][C:22]1[C:26]([C:27]2[CH:32]=[C:31]([CH3:33])[N:30]=[C:29]([CH3:34])[CH:28]=2)=[CH:25][NH:24][N:23]=1. (2) The reactants are: [Br:1][C:2]1[CH:3]=[C:4]([O:8][CH3:9])[CH:5]=[CH:6][CH:7]=1.[Cl:10][S:11](O)(=[O:13])=[O:12]. Given the product [Br:1][C:2]1[CH:7]=[CH:6][C:5]([S:11]([Cl:10])(=[O:13])=[O:12])=[C:4]([O:8][CH3:9])[CH:3]=1, predict the reactants needed to synthesize it. (3) Given the product [CH3:1][O:2][C:3]1[CH:4]=[C:5]2[C:10](=[CH:11][C:12]=1[O:13][CH3:14])[N:9]=[CH:8][CH:7]=[C:6]2[O:15][C:16]1[CH:21]=[CH:20][C:19]([O:22][CH2:26][CH3:27])=[CH:18][C:17]=1[C:23](=[O:25])[CH3:24], predict the reactants needed to synthesize it. The reactants are: [CH3:1][O:2][C:3]1[CH:4]=[C:5]2[C:10](=[CH:11][C:12]=1[O:13][CH3:14])[N:9]=[CH:8][CH:7]=[C:6]2[O:15][C:16]1[CH:21]=[CH:20][C:19]([OH:22])=[CH:18][C:17]=1[C:23](=[O:25])[CH3:24].[CH2:26](I)[CH3:27].C(=O)([O-])[O-].[K+].[K+]. (4) Given the product [C:17]([N:7]1[C@H:4]([CH:1]([CH3:2])[CH3:3])[C@H:5]([O:9][Si:10]([CH2:15][CH3:16])([CH2:13][CH3:14])[CH2:11][CH3:12])[C:6]1=[O:8])(=[O:24])[C:18]1[CH:23]=[CH:22][CH:21]=[CH:20][CH:19]=1, predict the reactants needed to synthesize it. The reactants are: [CH:1]([C@H:4]1[NH:7][C:6](=[O:8])[C@H:5]1[O:9][Si:10]([CH2:15][CH3:16])([CH2:13][CH3:14])[CH2:11][CH3:12])([CH3:3])[CH3:2].[C:17](Cl)(=[O:24])[C:18]1[CH:23]=[CH:22][CH:21]=[CH:20][CH:19]=1.C(N(C(C)C)CC)(C)C. (5) Given the product [Br:1][C:2]1[CH:3]=[C:4]([CH:5]=[CH2:14])[CH:7]=[C:8]([C:10]([F:13])([F:12])[F:11])[CH:9]=1, predict the reactants needed to synthesize it. The reactants are: [Br:1][C:2]1[CH:3]=[C:4]([CH:7]=[C:8]([C:10]([F:13])([F:12])[F:11])[CH:9]=1)[CH:5]=O.[CH3:14]C([O-])(C)C.[K+]. (6) Given the product [Cl:19][CH:18]([Cl:20])[C:16]([NH:15][CH:12]([CH2:13][F:14])[CH:11]([O:21][C:31](=[O:32])[CH2:30][NH2:29])[C:8]1[CH:7]=[CH:6][C:5]([S:2]([CH3:1])(=[O:4])=[O:3])=[CH:10][CH:9]=1)=[O:17], predict the reactants needed to synthesize it. The reactants are: [CH3:1][S:2]([C:5]1[CH:6]=[CH:7][C:8]([C@@H:11]([OH:21])[C@H:12]([NH:15][C:16]([CH:18]([Cl:20])[Cl:19])=[O:17])[CH2:13][F:14])=[CH:9][CH:10]=1)(=[O:4])=[O:3].C([NH:29][CH2:30][C:31](O)=[O:32])(OC(C)(C)C)=O.